From a dataset of Reaction yield outcomes from USPTO patents with 853,638 reactions. Predict the reaction yield, written as a fraction of the theoretical maximum amount of product (1.0 means a 100% yield; for example, 0.34 means a 34% yield). (1) The product is [N+:2]([C:5]1[CH:6]=[CH:7][C:8]([CH2:11][CH2:12][NH:13][CH2:27][C:26]2[CH:29]=[CH:30][C:23]([N+:20]([O-:22])=[O:21])=[CH:24][CH:25]=2)=[CH:9][CH:10]=1)([O-:4])=[O:3]. The yield is 0.990. The catalyst is O.CN(C=O)C. The reactants are Cl.[N+:2]([C:5]1[CH:10]=[CH:9][C:8]([CH2:11][CH2:12][NH2:13])=[CH:7][CH:6]=1)([O-:4])=[O:3].C(=O)([O-])[O-].[Na+].[Na+].[N+:20]([C:23]1[CH:30]=[CH:29][C:26]([CH2:27]Br)=[CH:25][CH:24]=1)([O-:22])=[O:21].CN(C=O)C.O. (2) The yield is 0.720. The catalyst is CN(C)C=O. The product is [CH3:12][C:9]1[CH:10]=[CH:11][C:2]([O:1][CH2:26][C@@H:27]2[CH2:29][O:28]2)=[C:3]([CH:8]=1)[C:4]([O:6][CH3:7])=[O:5]. The reactants are [OH:1][C:2]1[CH:11]=[CH:10][C:9]([CH3:12])=[CH:8][C:3]=1[C:4]([O:6][CH3:7])=[O:5].[N+](C1C=C(S(O[CH2:26][C@@H:27]2[CH2:29][O:28]2)(=O)=O)C=CC=1)([O-])=O.C(=O)([O-])[O-].[Cs+].[Cs+]. (3) The reactants are Br[C:2]1[CH:3]=[CH:4][C:5]([CH3:34])=[C:6]([NH:8][C:9](=[O:33])[C:10]2[CH:15]=[CH:14][C:13]([NH:16][C:17]3[N:26]=[C:25]([C:27]4[CH:32]=[CH:31][CH:30]=[CH:29][CH:28]=4)[C:24]4[C:19](=[CH:20][CH:21]=[CH:22][CH:23]=4)[N:18]=3)=[CH:12][CH:11]=2)[CH:7]=1.C(=O)([O-])[O-].[Cs+].[Cs+].[NH:41]1[CH:45]=[CH:44][N:43]=[CH:42]1. The catalyst is CN(C)C=O.[Cu]I. The product is [N:41]1([C:2]2[CH:3]=[CH:4][C:5]([CH3:34])=[C:6]([NH:8][C:9](=[O:33])[C:10]3[CH:15]=[CH:14][C:13]([NH:16][C:17]4[N:26]=[C:25]([C:27]5[CH:32]=[CH:31][CH:30]=[CH:29][CH:28]=5)[C:24]5[C:19](=[CH:20][CH:21]=[CH:22][CH:23]=5)[N:18]=4)=[CH:12][CH:11]=3)[CH:7]=2)[CH:45]=[CH:44][N:43]=[CH:42]1. The yield is 0.160. (4) The reactants are [Br:1][C:2]1[CH:11]=[C:10]([Br:12])[C:9]([OH:13])=[C:8]2[C:3]=1[CH:4]=[CH:5][CH:6]=[N:7]2.Br[CH:15]([CH3:17])[CH3:16]. No catalyst specified. The product is [Br:1][C:2]1[CH:11]=[C:10]([Br:12])[C:9]([O:13][CH:15]([CH3:17])[CH3:16])=[C:8]2[C:3]=1[CH:4]=[CH:5][CH:6]=[N:7]2. The yield is 0.970. (5) The reactants are [NH:1]([C:8]1[C:13]([Cl:14])=[CH:12][N:11]=[C:10]([NH:15][C:16]2[CH:21]=[CH:20][C:19]([C:22]([OH:24])=O)=[CH:18][CH:17]=2)[N:9]=1)[C:2]1[CH:7]=[CH:6][CH:5]=[CH:4][CH:3]=1.[NH2:25][CH2:26][CH2:27][CH2:28][N:29]1[CH:33]=[CH:32][N:31]=[CH:30]1.ON1C2C=CC=CC=2N=N1.C(N(CC)C(C)C)(C)C.Cl.CN(C)CCCN=C=NCC. The catalyst is C(Cl)Cl. The product is [NH:1]([C:8]1[C:13]([Cl:14])=[CH:12][N:11]=[C:10]([NH:15][C:16]2[CH:21]=[CH:20][C:19]([C:22](=[O:24])[NH:25][CH2:26][CH2:27][CH2:28][N:29]3[CH:33]=[CH:32][N:31]=[CH:30]3)=[CH:18][CH:17]=2)[N:9]=1)[C:2]1[CH:3]=[CH:4][CH:5]=[CH:6][CH:7]=1. The yield is 0.0520. (6) The reactants are FC1C=C(NC(C2(C(NC3C=CC(F)=CC=3)=O)CC2)=O)C=CC=1OC1C2C(=CC(OC)=C(OC)C=2)[N:12]=[C:11](NC)C=1.[CH3:41][O:42][C:43]1[CH:44]=[C:45]([NH:51][C:52](SC)=[C:53]2[C:58](=[O:59])[O:57][C:56]([CH3:61])([CH3:60])[O:55][C:54]2=[O:62])[CH:46]=[CH:47][C:48]=1[O:49][CH3:50].CN. The catalyst is C1COCC1.Cl[Hg]Cl. The product is [CH3:41][O:42][C:43]1[CH:44]=[C:45]([NH:51][C:52]([NH:12][CH3:11])=[C:53]2[C:58](=[O:59])[O:57][C:56]([CH3:61])([CH3:60])[O:55][C:54]2=[O:62])[CH:46]=[CH:47][C:48]=1[O:49][CH3:50]. The yield is 0.990. (7) The reactants are Br[C:2]1[CH:7]=[CH:6][C:5]([C:8]2[N:12]([CH2:13][C@@H:14]3[CH2:18][CH2:17][N:16]([C:19]([CH:21]4[CH2:23][CH2:22]4)=[O:20])[CH2:15]3)[C:11](=[O:24])[C:10]3([CH2:28][CH2:27][CH2:26][CH2:25]3)[N:9]=2)=[CH:4][CH:3]=1.[O:29]1[C:33]2[CH:34]=[CH:35][CH:36]=[CH:37][C:32]=2[N:31]=[CH:30]1.C([O-])([O-])=O.[K+].[K+].C1C=CC(P(C2C=CC=CC=2)C2C=CC=CC=2)=CC=1. The catalyst is CC([O-])=O.CC([O-])=O.[Pd+2].CC([O-])=O.CC([O-])=O.[Cu+2].C1(C)C=CC=CC=1. The product is [O:29]1[C:33]2[CH:34]=[CH:35][CH:36]=[CH:37][C:32]=2[N:31]=[C:30]1[C:2]1[CH:7]=[CH:6][C:5]([C:8]2[N:12]([CH2:13][C@@H:14]3[CH2:18][CH2:17][N:16]([C:19]([CH:21]4[CH2:22][CH2:23]4)=[O:20])[CH2:15]3)[C:11](=[O:24])[C:10]3([CH2:25][CH2:26][CH2:27][CH2:28]3)[N:9]=2)=[CH:4][CH:3]=1. The yield is 0.470. (8) The reactants are [BH4-].[Na+].[CH3:3][C:4]1[O:8][C:7]([C:9]2[CH:14]=[CH:13][CH:12]=[CH:11][CH:10]=2)=[N:6][C:5]=1[CH2:15][O:16][C:17]1[CH:18]=[C:19]([CH:22]=[CH:23][CH:24]=1)[CH:20]=[O:21].O1CCCC1.O. The catalyst is CO. The product is [CH3:3][C:4]1[O:8][C:7]([C:9]2[CH:10]=[CH:11][CH:12]=[CH:13][CH:14]=2)=[N:6][C:5]=1[CH2:15][O:16][C:17]1[CH:18]=[C:19]([CH:22]=[CH:23][CH:24]=1)[CH2:20][OH:21]. The yield is 0.840.